This data is from Catalyst prediction with 721,799 reactions and 888 catalyst types from USPTO. The task is: Predict which catalyst facilitates the given reaction. Reactant: [C:1]([N:4]1[C:13]2[C:8](=[CH:9][C:10]([C:14]3[CH:22]=[CH:21][C:17]([C:18](O)=[O:19])=[CH:16][CH:15]=3)=[CH:11][CH:12]=2)[C@H:7]([NH:23][C:24]2[CH:29]=[CH:28][C:27]([C:30]#[N:31])=[CH:26][N:25]=2)[CH2:6][C@@H:5]1[CH3:32])(=[O:3])[CH3:2].C(Cl)CCl.C1C=CC2N(O)N=NC=2C=1.Cl.C(N1CCOCC1)C.[NH2:56][CH2:57][C@H:58]([OH:61])[CH2:59][OH:60].C1C=CC2N(O)N=NC=2C=1. The catalyst class is: 3. Product: [C:1]([N:4]1[C:13]2[C:8](=[CH:9][C:10]([C:14]3[CH:15]=[CH:16][C:17]([C:18]([NH:56][CH2:57][C@H:58]([OH:61])[CH2:59][OH:60])=[O:19])=[CH:21][CH:22]=3)=[CH:11][CH:12]=2)[C@H:7]([NH:23][C:24]2[CH:29]=[CH:28][C:27]([C:30]#[N:31])=[CH:26][N:25]=2)[CH2:6][C@@H:5]1[CH3:32])(=[O:3])[CH3:2].